The task is: Predict the reactants needed to synthesize the given product.. This data is from Full USPTO retrosynthesis dataset with 1.9M reactions from patents (1976-2016). Given the product [C:38]1([C:33]2[CH:34]=[CH:35][CH:36]=[CH:37][C:32]=2[C:24]2[C:25]3[C:30]([C:17]([C:12]4[CH:13]=[CH:14][CH:15]=[CH:16][C:11]=4[C:1]4[C:10]5[C:5](=[CH:6][CH:7]=[CH:8][CH:9]=5)[CH:4]=[CH:3][CH:2]=4)=[C:18]4[C:23]=2[CH:22]=[CH:21][CH:20]=[CH:19]4)=[CH:29][CH:28]=[CH:27][CH:26]=3)[C:47]2[C:42](=[CH:43][CH:44]=[CH:45][CH:46]=2)[CH:41]=[CH:40][CH:39]=1, predict the reactants needed to synthesize it. The reactants are: [C:1]1([C:11]2[CH:16]=[CH:15][CH:14]=[CH:13][C:12]=2[C:17]2(O)[C:30]3[CH:29]=[CH:28][CH:27]=[CH:26][C:25]=3[C:24]([C:32]3[CH:37]=[CH:36][CH:35]=[CH:34][C:33]=3[C:38]3[C:47]4[C:42](=[CH:43][CH:44]=[CH:45][CH:46]=4)[CH:41]=[CH:40][CH:39]=3)(O)[C:23]3[C:18]2=[CH:19][CH:20]=[CH:21][CH:22]=3)[C:10]2[C:5](=[CH:6][CH:7]=[CH:8][CH:9]=2)[CH:4]=[CH:3][CH:2]=1.I.[PH2](O)=O.